This data is from Full USPTO retrosynthesis dataset with 1.9M reactions from patents (1976-2016). The task is: Predict the reactants needed to synthesize the given product. (1) Given the product [CH:14]1([CH2:19][N:20]([CH2:21][CH3:22])[C:2]2[CH:9]=[CH:8][C:7]([C:10]([F:13])([F:12])[F:11])=[CH:6][C:3]=2[CH:4]=[O:5])[CH2:18][CH2:17][CH2:16][CH2:15]1, predict the reactants needed to synthesize it. The reactants are: F[C:2]1[CH:9]=[CH:8][C:7]([C:10]([F:13])([F:12])[F:11])=[CH:6][C:3]=1[CH:4]=[O:5].[CH:14]1([CH2:19][NH:20][CH2:21][CH3:22])[CH2:18][CH2:17][CH2:16][CH2:15]1.C(=O)([O-])[O-].[K+].[K+].O. (2) Given the product [CH3:11][C:8]([C:5]1[CH:6]=[CH:7][C:2]2[N:1]=[C:20]([C:19]3[CH:23]=[CH:24][CH:25]=[C:17]([N+:14]([O-:16])=[O:15])[CH:18]=3)[O:13][C:3]=2[CH:4]=1)([CH3:12])[CH2:9][CH3:10], predict the reactants needed to synthesize it. The reactants are: [NH2:1][C:2]1[CH:7]=[CH:6][C:5]([C:8]([CH3:12])([CH3:11])[CH2:9][CH3:10])=[CH:4][C:3]=1[OH:13].[N+:14]([C:17]1[CH:18]=[C:19]([CH:23]=[CH:24][CH:25]=1)[C:20](Cl)=O)([O-:16])=[O:15]. (3) Given the product [OH:1][C@H:2]([C@H:14]1[O:19][CH2:18][CH2:17][N:16]([C:20]2[CH:25]=[CH:24][C:23]([CH3:26])=[CH:22][CH:21]=2)[C:15]1=[O:27])[C:3]1[NH:7][C:6]2[CH:8]=[C:9]([C:12](=[NH:13])[O:30][CH2:28][CH3:29])[CH:10]=[CH:11][C:5]=2[N:4]=1, predict the reactants needed to synthesize it. The reactants are: [OH:1][C@H:2]([C@H:14]1[O:19][CH2:18][CH2:17][N:16]([C:20]2[CH:25]=[CH:24][C:23]([CH3:26])=[CH:22][CH:21]=2)[C:15]1=[O:27])[C:3]1[NH:7][C:6]2[CH:8]=[C:9]([C:12]#[N:13])[CH:10]=[CH:11][C:5]=2[N:4]=1.[C:28](Cl)(=[O:30])[CH3:29].